From a dataset of Reaction yield outcomes from USPTO patents with 853,638 reactions. Predict the reaction yield, written as a fraction of the theoretical maximum amount of product (1.0 means a 100% yield; for example, 0.34 means a 34% yield). (1) The reactants are [CH3:1][O:2][C:3]1[CH:4]=[C:5]2[C:10](=[CH:11][CH:12]=1)[CH:9]=[C:8]([C:13]1[N:14]=[C:15]([C:24]([CH3:28])([CH3:27])[CH2:25]N)[NH:16][C:17]=1[C:18]1[CH:23]=[CH:22][N:21]=[CH:20][CH:19]=1)[CH:7]=[CH:6]2.O1CCCC1.CC[N:36](C(C)C)C(C)C.[CH3:43][S:44](Cl)(=[O:46])=[O:45]. The catalyst is O.ClCCl. The product is [CH3:1][O:2][C:3]1[CH:4]=[C:5]2[C:10](=[CH:11][CH:12]=1)[CH:9]=[C:8]([C:13]1[N:14]=[C:15]([C:24]([CH3:27])([CH3:28])[CH2:25][CH2:43][S:44]([NH2:36])(=[O:46])=[O:45])[NH:16][C:17]=1[C:18]1[CH:23]=[CH:22][N:21]=[CH:20][CH:19]=1)[CH:7]=[CH:6]2. The yield is 0.440. (2) The reactants are [Br:1][C:2]1[C:6]2=[N:7][CH:8]=[CH:9][C:10]([O:11][CH3:12])=[C:5]2[S:4][C:3]=1[C:13]([O:15]C)=[O:14].O[Li].O.C1COCC1.CO.O. No catalyst specified. The product is [Br:1][C:2]1[C:6]2=[N:7][CH:8]=[CH:9][C:10]([O:11][CH3:12])=[C:5]2[S:4][C:3]=1[C:13]([OH:15])=[O:14]. The yield is 0.920. (3) The yield is 0.0267. The reactants are [N:1]1([C:8]2[CH:18]=[CH:17][C:11]([C:12]([O:14]CC)=O)=[CH:10][CH:9]=2)[CH2:7][CH2:6][CH2:5][NH:4][CH2:3][CH2:2]1.[CH3:19][O:20][C:21]1[CH:22]=[C:23]([CH2:29][CH2:30][C:31]2[CH:32]=[C:33]([NH2:36])[NH:34][N:35]=2)[CH:24]=[C:25]([O:27][CH3:28])[CH:26]=1.C[Al](C)C. The product is [N:1]1([C:8]2[CH:9]=[CH:10][C:11]([C:12]([NH:36][C:33]3[NH:34][N:35]=[C:31]([CH2:30][CH2:29][C:23]4[CH:24]=[C:25]([O:27][CH3:28])[CH:26]=[C:21]([O:20][CH3:19])[CH:22]=4)[CH:32]=3)=[O:14])=[CH:17][CH:18]=2)[CH2:7][CH2:6][CH2:5][NH:4][CH2:3][CH2:2]1. The catalyst is C1(C)C=CC=CC=1. (4) The reactants are Br[C:2]1[C:7](=[O:8])[N:6]([CH3:9])[CH:5]=[C:4]([C:10]2[CH:15]=[CH:14][N:13]=[C:12]([N:16]3[CH2:27][CH2:26][N:25]4[C:18](=[CH:19][C:20]5[CH2:21][C:22]([CH3:29])([CH3:28])[CH2:23][C:24]=54)[C:17]3=[O:30])[C:11]=2[CH2:31][OH:32])[CH:3]=1.[NH2:33][C:34]1[CH:39]=[CH:38][N:37]=[C:36]([N:40]2[CH2:44][CH2:43][CH:42]([C:45]([OH:47])=[O:46])[CH2:41]2)[N:35]=1.CC1(C)C2C(=C(P(C3C=CC=CC=3)C3C=CC=CC=3)C=CC=2)OC2C(P(C3C=CC=CC=3)C3C=CC=CC=3)=CC=CC1=2.C([O-])([O-])=O.[Cs+].[Cs+]. The catalyst is C1C=CC(/C=C/C(/C=C/C2C=CC=CC=2)=O)=CC=1.C1C=CC(/C=C/C(/C=C/C2C=CC=CC=2)=O)=CC=1.C1C=CC(/C=C/C(/C=C/C2C=CC=CC=2)=O)=CC=1.[Pd].[Pd].CN(C=O)C. The product is [CH3:28][C:22]1([CH3:29])[CH2:21][C:20]2[CH:19]=[C:18]3[N:25]([CH2:26][CH2:27][N:16]([C:12]4[C:11]([CH2:31][OH:32])=[C:10]([C:4]5[CH:3]=[C:2]([NH:33][C:34]6[CH:39]=[CH:38][N:37]=[C:36]([N:40]7[CH2:44][CH2:43][CH:42]([C:45]([OH:47])=[O:46])[CH2:41]7)[N:35]=6)[C:7](=[O:8])[N:6]([CH3:9])[CH:5]=5)[CH:15]=[CH:14][N:13]=4)[C:17]3=[O:30])[C:24]=2[CH2:23]1. The yield is 0.130.